From a dataset of Catalyst prediction with 721,799 reactions and 888 catalyst types from USPTO. Predict which catalyst facilitates the given reaction. (1) Reactant: [F:1][S:2]([C:5]([C:8]([C:11]([O:14][C:15](C(F)=O)([C:17]([F:20])([F:19])[F:18])[F:16])([F:13])[F:12])([F:10])[F:9])([F:7])[F:6])(=[O:4])=[O:3].[C:24](=[O:27])(O)[O-:25].[K+:28]. Product: [F:1][S:2]([C:5]([C:8]([C:11]([O:14][C:15]([C:24]([O:25][K:28])=[O:27])([C:17]([F:20])([F:19])[F:18])[F:16])([F:13])[F:12])([F:10])[F:9])([F:7])[F:6])(=[O:4])=[O:3]. The catalyst class is: 216. (2) Reactant: [NH2:1][C:2]1[C:3]([Cl:18])=[N:4][C:5]2[C:10]([C:11]=1[NH:12][CH2:13][C:14]([OH:17])([CH3:16])[CH3:15])=[CH:9][CH:8]=[CH:7][CH:6]=2.C(#N)C.[CH2:22]([O:24][CH2:25][C:26](Cl)=O)[CH3:23].C1(C)C=CC(S(O)(=O)=O)=CC=1. Product: [Cl:18][C:3]1[C:2]2[N:1]=[C:23]([CH2:22][O:24][CH2:25][CH3:26])[N:12]([CH2:13][C:14]([CH3:16])([CH3:15])[OH:17])[C:11]=2[C:10]2[CH:9]=[CH:8][CH:7]=[CH:6][C:5]=2[N:4]=1. The catalyst class is: 282. (3) Reactant: [CH:1]([C:3]1[C:4]([O:14][CH2:15][C:16]2[CH:36]=[CH:35][C:19]([O:20][CH2:21][C:22]3[N:23]=[C:24](/[CH:28]=[CH:29]/[C:30]([O:32][CH2:33][CH3:34])=[O:31])[O:25][C:26]=3[CH3:27])=[C:18]([O:37][CH3:38])[CH:17]=2)=[N:5][N:6]([C:8]2[CH:13]=[CH:12][CH:11]=[CH:10][CH:9]=2)[CH:7]=1)=O.[CH2:39]([P:48](=[O:55])([O:52][CH2:53][CH3:54])[O:49][CH2:50][CH3:51])P(=O)(OCC)OCC.CN(C)C=O.[H-].[Na+]. Product: [CH2:53]([O:52][P:48](/[CH:39]=[CH:1]/[C:3]1[C:4]([O:14][CH2:15][C:16]2[CH:36]=[CH:35][C:19]([O:20][CH2:21][C:22]3[N:23]=[C:24](/[CH:28]=[CH:29]/[C:30]([O:32][CH2:33][CH3:34])=[O:31])[O:25][C:26]=3[CH3:27])=[C:18]([O:37][CH3:38])[CH:17]=2)=[N:5][N:6]([C:8]2[CH:13]=[CH:12][CH:11]=[CH:10][CH:9]=2)[CH:7]=1)([O:49][CH2:50][CH3:51])=[O:55])[CH3:54]. The catalyst class is: 6. (4) Reactant: Br[C:2]1[CH:3]=[N:4][CH:5]=[N:6][CH:7]=1.[CH3:8][C:9]1[CH:14]=[CH:13][CH:12]=[CH:11][C:10]=1B(O)O.C(=O)([O-])[O-].[Na+].[Na+]. Product: [CH3:8][C:9]1[CH:14]=[CH:13][CH:12]=[CH:11][C:10]=1[C:2]1[CH:3]=[N:4][CH:5]=[N:6][CH:7]=1. The catalyst class is: 45. (5) Reactant: CC(O[C:6]([NH:8][C@@H](CC1C=CC(C2N=C3C(C)=CC=CN3C=2)=CC=1)CCC(OC(C)(C)C)=O)=O)(C)C.FC(F)(F)C(O)=O.C([SiH](CC)CC)C.C(NC(C)C)(C)C.Cl[C:58]1[CH:59]=[C:60]([CH:75]=[CH:76][C:77]=1[O:78][CH:79]([CH3:81])[CH3:80])[C:61]([O:63][C:64]1C(F)=C(F)C(F)=C(F)C=1F)=[O:62]. Product: [C:6]([C:58]1[CH:59]=[C:60]([CH:75]=[CH:76][C:77]=1[O:78][CH:79]([CH3:80])[CH3:81])[C:61]([O:63][CH3:64])=[O:62])#[N:8]. The catalyst class is: 2.